The task is: Predict the product of the given reaction.. This data is from Forward reaction prediction with 1.9M reactions from USPTO patents (1976-2016). (1) Given the reactants [OH:1][C:2]1[CH:3]=[C:4]2[C:9](=[CH:10][CH:11]=1)[C:8]([NH:12][C:13]1[CH:14]=[C:15]([CH:21]=[CH:22][CH:23]=1)[C:16]([O:18][CH2:19][CH3:20])=[O:17])=[CH:7][CH:6]=[CH:5]2.[Cl:24][C:25]1[CH:30]=[CH:29][CH:28]=[C:27]([Cl:31])[C:26]=1[C:32]1[C:36]([CH2:37]O)=[C:35]([CH:39]([CH3:41])[CH3:40])[O:34][N:33]=1.C1(P(C2C=CC=CC=2)C2C=CC=CC=2)C=CC=CC=1.N(C(OC(C)C)=O)=NC(OC(C)C)=O, predict the reaction product. The product is: [Cl:31][C:27]1[CH:28]=[CH:29][CH:30]=[C:25]([Cl:24])[C:26]=1[C:32]1[C:36]([CH2:37][O:1][C:2]2[CH:3]=[C:4]3[C:9](=[CH:10][CH:11]=2)[C:8]([NH:12][C:13]2[CH:14]=[C:15]([CH:21]=[CH:22][CH:23]=2)[C:16]([O:18][CH2:19][CH3:20])=[O:17])=[CH:7][CH:6]=[CH:5]3)=[C:35]([CH:39]([CH3:41])[CH3:40])[O:34][N:33]=1. (2) Given the reactants [CH2:1]([C@@H:8]1[CH2:12][O:11][C:10](=[O:13])[NH:9]1)[C:2]1[CH:7]=[CH:6][CH:5]=[CH:4][CH:3]=1.[Li]CCCC.[C:19](Cl)(=[O:24])[CH2:20][CH2:21][CH:22]=[CH2:23], predict the reaction product. The product is: [CH2:1]([C@@H:8]1[CH2:12][O:11][C:10](=[O:13])[N:9]1[C:19](=[O:24])[CH2:20][CH2:21][CH:22]=[CH2:23])[C:2]1[CH:3]=[CH:4][CH:5]=[CH:6][CH:7]=1. (3) Given the reactants [CH3:1][C:2]1[N:7]=[C:6]([C:8]([OH:10])=O)[CH:5]=[CH:4][CH:3]=1.F[P-](F)(F)(F)(F)F.ClC(=[N+]1CCCC1)N1CCCC1.C(N(C(C)C)CC)(C)C.[CH2:39]([S:46]([N:49]1[CH:53]=[CH:52][C:51]([NH2:54])=[CH:50]1)(=[O:48])=[O:47])[C:40]1[CH:45]=[CH:44][CH:43]=[CH:42][CH:41]=1, predict the reaction product. The product is: [CH2:39]([S:46]([N:49]1[CH:53]=[CH:52][C:51]([NH:54][C:8](=[O:10])[C:6]2[CH:5]=[CH:4][CH:3]=[C:2]([CH3:1])[N:7]=2)=[CH:50]1)(=[O:48])=[O:47])[C:40]1[CH:45]=[CH:44][CH:43]=[CH:42][CH:41]=1. (4) Given the reactants [Cl:1][C:2]1[N:7]=[CH:6][C:5]([CH3:8])=[CH:4][N:3]=1.C[Li].[C:11](C1C(=O)C(Cl)=C(Cl)C(=O)C=1C#N)#N.[OH-].[Na+], predict the reaction product. The product is: [Cl:1][C:2]1[N:7]=[C:6]([CH3:11])[C:5]([CH3:8])=[CH:4][N:3]=1. (5) Given the reactants [CH3:1][O:2]C1C=C2C(C(C(O)=O)=CN2)=CC=1.[N:15]([C:18]1[C:26]2[C:21](=[CH:22][CH:23]=[CH:24][CH:25]=2)[N:20]([C:27]([NH2:29])=[O:28])[CH:19]=1)=[C:16]=[O:17], predict the reaction product. The product is: [N:15]([C:18]1[C:26]2[C:21](=[CH:22][C:23]([O:2][CH3:1])=[CH:24][CH:25]=2)[N:20]([C:27]([NH2:29])=[O:28])[CH:19]=1)=[C:16]=[O:17]. (6) Given the reactants C([Li])(C)(C)C.C(O[C:11](=[O:24])[NH:12][C:13]1[CH:18]=[CH:17][C:16]([Cl:19])=[C:15]([C:20]([F:23])([F:22])[F:21])[CH:14]=1)(C)(C)C.[O:25]=[C:26]([C:32]1[CH:37]=[CH:36][CH:35]=[CH:34][C:33]=1[O:38][C:39]([F:42])([F:41])[F:40])C(OCC)=O.[Cl-].[NH4+], predict the reaction product. The product is: [Cl:19][C:16]1[CH:17]=[C:18]2[C:13](=[CH:14][C:15]=1[C:20]([F:21])([F:22])[F:23])[NH:12][C:11](=[O:24])[C:26]2([OH:25])[C:32]1[CH:37]=[CH:36][CH:35]=[CH:34][C:33]=1[O:38][C:39]([F:40])([F:41])[F:42]. (7) The product is: [C:16]([C:10]1[CH:11]=[N:12][C:13]2[C:8]([CH:9]=1)=[CH:7][C:6]([O:5][CH:4]([O:22][CH3:23])[C:3]([OH:24])=[O:2])=[CH:15][CH:14]=2)#[CH:17]. Given the reactants C[O:2][C:3](=[O:24])[CH:4]([O:22][CH3:23])[O:5][C:6]1[CH:7]=[C:8]2[C:13](=[CH:14][CH:15]=1)[N:12]=[CH:11][C:10]([C:16]#[C:17][Si](C)(C)C)=[CH:9]2.[OH-].[Na+].C(OCC)(=O)C.O, predict the reaction product. (8) Given the reactants Cl[C:2]1[C:3]2[CH:10]=[CH:9][N:8]([S:11]([C:14]3[CH:20]=[CH:19][C:17]([CH3:18])=[CH:16][CH:15]=3)(=[O:13])=[O:12])[C:4]=2[N:5]=[CH:6][N:7]=1.[C:21]1(B(O)O)[CH2:25][CH2:24][CH2:23][CH:22]=1.CC([O-])=O.[K+], predict the reaction product. The product is: [C:21]1([C:2]2[C:3]3[CH:10]=[CH:9][N:8]([S:11]([C:14]4[CH:20]=[CH:19][C:17]([CH3:18])=[CH:16][CH:15]=4)(=[O:13])=[O:12])[C:4]=3[N:5]=[CH:6][N:7]=2)[CH2:25][CH2:24][CH2:23][CH:22]=1.